This data is from Peptide-MHC class II binding affinity with 134,281 pairs from IEDB. The task is: Regression. Given a peptide amino acid sequence and an MHC pseudo amino acid sequence, predict their binding affinity value. This is MHC class II binding data. (1) The peptide sequence is VDKFLANVSTVLTGK. The MHC is DRB1_1302 with pseudo-sequence DRB1_1302. The binding affinity (normalized) is 0.834. (2) The peptide sequence is SVRFSWLSLLVPFVQ. The MHC is DRB1_1101 with pseudo-sequence DRB1_1101. The binding affinity (normalized) is 0.111. (3) The peptide sequence is RLKGVTCRPLKHKVE. The MHC is DRB1_0802 with pseudo-sequence DRB1_0802. The binding affinity (normalized) is 0.622. (4) The peptide sequence is YTVFETALKKAITAM. The MHC is DRB3_0101 with pseudo-sequence DRB3_0101. The binding affinity (normalized) is 0.0653. (5) The peptide sequence is EVFFQRLGIASGRARY. The MHC is HLA-DQA10101-DQB10501 with pseudo-sequence HLA-DQA10101-DQB10501. The binding affinity (normalized) is 0. (6) The MHC is HLA-DQA10201-DQB10301 with pseudo-sequence HLA-DQA10201-DQB10301. The peptide sequence is RRGVRSLSNKIKQKTHHHHHH. The binding affinity (normalized) is 0.162. (7) The peptide sequence is HGSEEWEPLTKKGNVWEVKS. The MHC is DRB1_0405 with pseudo-sequence DRB1_0405. The binding affinity (normalized) is 0.236.